This data is from Full USPTO retrosynthesis dataset with 1.9M reactions from patents (1976-2016). The task is: Predict the reactants needed to synthesize the given product. Given the product [CH:1]([C@H:4]1[CH2:8][O:7][C:6](=[O:9])[N:5]1[C:10](=[O:15])[C@@:11]([CH2:17][O:16][CH3:20])([CH3:14])[CH:12]=[CH2:13])([CH3:3])[CH3:2], predict the reactants needed to synthesize it. The reactants are: [CH:1]([C@H:4]1[CH2:8][O:7][C:6](=[O:9])[N:5]1[C:10](=[O:15])/[C:11](/[CH3:14])=[CH:12]/[CH3:13])([CH3:3])[CH3:2].[O:16]1[CH2:20]CN[C:17]1=O.C[Si]([N-][Si](C)(C)C)(C)C.[Na+].COCCl.[Cl-].[NH4+].